From a dataset of Catalyst prediction with 721,799 reactions and 888 catalyst types from USPTO. Predict which catalyst facilitates the given reaction. (1) Reactant: [CH2:1]([C:5]1[CH:10]=[CH:9][C:8]([N+:11]([O-])=O)=[CH:7][CH:6]=1)[CH:2]([CH3:4])[CH3:3].[CH3:14]C(C)(C)CC1C=CC=CC=1[N+]([O-])=O.[H][H]. Product: [CH3:3][C:2]([CH3:14])([CH3:4])[CH2:1][C:5]1[CH:10]=[CH:9][C:8]([NH2:11])=[CH:7][CH:6]=1. The catalyst class is: 865. (2) Reactant: [OH-].[Na+].[CH3:3][N:4]1[C:12]2[N:11]=[C:10]([CH3:13])[NH:9][C:8]=2[C:7](=[O:14])[NH:6][C:5]1=[O:15].[CH2:16](Br)[C:17]1[CH:22]=[CH:21][CH:20]=[CH:19][CH:18]=1. The catalyst class is: 72. Product: [CH2:16]([N:9]1[C:8]2[C:7](=[O:14])[NH:6][C:5](=[O:15])[N:4]([CH3:3])[C:12]=2[N:11]=[C:10]1[CH3:13])[C:17]1[CH:22]=[CH:21][CH:20]=[CH:19][CH:18]=1.